This data is from Catalyst prediction with 721,799 reactions and 888 catalyst types from USPTO. The task is: Predict which catalyst facilitates the given reaction. (1) Reactant: Cl.[NH2:2][C@@:3]([C:9]1[CH:14]=[C:13](Br)[CH:12]=[CH:11][C:10]=1[F:16])([CH:6]([F:8])[F:7])[CH2:4][OH:5].C([O-])([O-])=O.[K+].[K+].Cl[CH2:24][C:25](Cl)=[O:26]. Product: [F:7][CH:6]([F:8])[C@:3]1([C:9]2[CH:14]=[CH:13][CH:12]=[CH:11][C:10]=2[F:16])[NH:2][C:25](=[O:26])[CH2:24][O:5][CH2:4]1. The catalyst class is: 6. (2) Reactant: [CH:1]1([C:7]2([CH:17]3[CH2:22][CH2:21][CH2:20][CH2:19][CH2:18]3)[CH:11]3[CH2:12][NH:13][CH2:14][CH2:15][N:10]3[C:9](=[O:16])[O:8]2)[CH2:6][CH2:5][CH2:4][CH2:3][CH2:2]1.[F:23][C:24]1[CH:29]=[C:28]([F:30])[CH:27]=[CH:26][C:25]=1[N:31]=[C:32]=[O:33]. Product: [CH:17]1([C:7]2([CH:1]3[CH2:6][CH2:5][CH2:4][CH2:3][CH2:2]3)[CH:11]3[CH2:12][N:13]([C:32]([NH:31][C:25]4[CH:26]=[CH:27][C:28]([F:30])=[CH:29][C:24]=4[F:23])=[O:33])[CH2:14][CH2:15][N:10]3[C:9](=[O:16])[O:8]2)[CH2:18][CH2:19][CH2:20][CH2:21][CH2:22]1. The catalyst class is: 11. (3) The catalyst class is: 8. Reactant: [BH4-].[Na+].[Br:3][C:4]1[CH:5]=[C:6]2[C:11](=[CH:12][CH:13]=1)[CH2:10][O:9][CH2:8][C:7]2=[O:14]. Product: [Br:3][C:4]1[CH:5]=[C:6]2[C:11](=[CH:12][CH:13]=1)[CH2:10][O:9][CH:8]=[C:7]2[OH:14]. (4) Reactant: Cl.[NH:2]1[CH2:5][CH:4]([C@@H:6]([C:8]2[CH:16]=[CH:15][C:14]([C:17]([NH2:19])=[O:18])=[C:13]3[C:9]=2[CH:10]=[CH:11][NH:12]3)[CH3:7])[CH2:3]1.C(N(C(C)C)C(C)C)C.[C:29](Cl)(=[O:32])[CH:30]=[CH2:31]. Product: [C:29]([N:2]1[CH2:5][CH:4]([C@@H:6]([C:8]2[CH:16]=[CH:15][C:14]([C:17]([NH2:19])=[O:18])=[C:13]3[C:9]=2[CH:10]=[CH:11][NH:12]3)[CH3:7])[CH2:3]1)(=[O:32])[CH:30]=[CH2:31]. The catalyst class is: 76. (5) Reactant: [CH3:1][C:2]1[NH:3][C:4]([C:10]2[CH:15]=[CH:14][CH:13]=[CH:12][C:11]=2[N+:16]([O-])=O)=[CH:5][C:6]=1[C:7]([NH2:9])=[O:8].[Cl-].[NH4+].C(O)C.O1CCCC1. Product: [NH2:16][C:11]1[CH:12]=[CH:13][CH:14]=[CH:15][C:10]=1[C:4]1[NH:3][C:2]([CH3:1])=[C:6]([C:7]([NH2:9])=[O:8])[CH:5]=1. The catalyst class is: 150. (6) Reactant: [Zn](CC)[CH2:2]C.C(O)(C(F)(F)F)=O.C(I)I.[C:16]([O:19][C@H:20]1[C@H:25]([O:26][C:27](=[O:29])[CH3:28])[C@@H:24]([O:30][C:31](=[O:33])[CH3:32])[C@H:23]([C:34]2[CH:43]=[C:42]([CH2:44][C:45]3[CH:50]=[CH:49][C:48]([CH:51]=[CH2:52])=[CH:47][CH:46]=3)[C:41]([Cl:53])=[C:40]3[C:35]=2[CH2:36][CH2:37][CH2:38][O:39]3)[O:22][C@@H:21]1[CH2:54][O:55][C:56](=[O:58])[CH3:57])(=[O:18])[CH3:17]. Product: [C:16]([O:19][C@H:20]1[C@H:25]([O:26][C:27](=[O:29])[CH3:28])[C@@H:24]([O:30][C:31](=[O:33])[CH3:32])[C@H:23]([C:34]2[CH:43]=[C:42]([CH2:44][C:45]3[CH:50]=[CH:49][C:48]([CH:51]4[CH2:2][CH2:52]4)=[CH:47][CH:46]=3)[C:41]([Cl:53])=[C:40]3[C:35]=2[CH2:36][CH2:37][CH2:38][O:39]3)[O:22][C@@H:21]1[CH2:54][O:55][C:56](=[O:58])[CH3:57])(=[O:18])[CH3:17]. The catalyst class is: 2. (7) Reactant: [N+:1]([C:4]1[CH:9]=[CH:8][CH:7]=[CH:6][C:5]=1[CH3:10])([O-:3])=[O:2].[OH-].[K+].[CH2:13]1[CH:15]([CH:16]([OH:19])C#N)[CH2:14]1. Product: [CH:15]1([CH:16]([OH:19])[CH2:10][C:5]2[CH:6]=[CH:7][CH:8]=[CH:9][C:4]=2[N+:1]([O-:3])=[O:2])[CH2:13][CH2:14]1. The catalyst class is: 3.